Dataset: Forward reaction prediction with 1.9M reactions from USPTO patents (1976-2016). Task: Predict the product of the given reaction. (1) Given the reactants [C:1]([Si:5]([CH3:14])([CH3:13])[O:6][CH2:7][CH2:8][CH2:9][CH2:10][CH2:11][OH:12])([CH3:4])([CH3:3])[CH3:2].[Br-].[K+].Cl[O-].[Na+].C(=O)([O-])[O-].[K+].[K+], predict the reaction product. The product is: [C:1]([Si:5]([CH3:14])([CH3:13])[O:6][CH2:7][CH2:8][CH2:9][CH2:10][CH:11]=[O:12])([CH3:4])([CH3:3])[CH3:2]. (2) Given the reactants [CH:1]1([O:6][C:7]2[CH:8]=[C:9]([CH:19]=[C:20]([OH:22])[CH:21]=2)[C:10]([NH:12][C:13]2[CH:17]=[CH:16][N:15]([CH3:18])[N:14]=2)=[O:11])[CH2:5][CH2:4][CH2:3][CH2:2]1.[N:23]1([C:27]([C:29]2[CH:34]=[N:33][C:32](Cl)=[CH:31][N:30]=2)=[O:28])[CH2:26][CH2:25][CH2:24]1.C(=O)([O-])[O-].[K+].[K+], predict the reaction product. The product is: [N:23]1([C:27]([C:29]2[N:30]=[CH:31][C:32]([O:22][C:20]3[CH:19]=[C:9]([CH:8]=[C:7]([O:6][CH:1]4[CH2:5][CH2:4][CH2:3][CH2:2]4)[CH:21]=3)[C:10]([NH:12][C:13]3[CH:17]=[CH:16][N:15]([CH3:18])[N:14]=3)=[O:11])=[N:33][CH:34]=2)=[O:28])[CH2:26][CH2:25][CH2:24]1. (3) Given the reactants [F:8][CH:7]([F:9])[C:6](O[C:6](=[O:10])[CH:7]([F:9])[F:8])=[O:10].N1C=CC=CC=1.[CH:18]([O:20][CH2:21][CH2:22][CH2:23][CH3:24])=[CH2:19].O, predict the reaction product. The product is: [CH2:21]([O:20][CH:18]=[CH:19][C:6](=[O:10])[CH:7]([F:8])[F:9])[CH2:22][CH2:23][CH3:24]. (4) Given the reactants [ClH:1].[NH2:2][CH2:3][CH2:4][C:5]1[CH:6]=[C:7]([OH:11])[CH:8]=[CH:9][CH:10]=1.[C:12]([O:16][CH2:17][CH3:18])(=[O:15])[CH:13]=O.C1(C)C=CC=CC=1, predict the reaction product. The product is: [ClH:1].[OH:11][C:7]1[CH:6]=[C:5]2[C:10](=[CH:9][CH:8]=1)[CH:13]([C:12]([O:16][CH2:17][CH3:18])=[O:15])[NH:2][CH2:3][CH2:4]2.